From a dataset of CYP3A4 inhibition data for predicting drug metabolism from PubChem BioAssay. Regression/Classification. Given a drug SMILES string, predict its absorption, distribution, metabolism, or excretion properties. Task type varies by dataset: regression for continuous measurements (e.g., permeability, clearance, half-life) or binary classification for categorical outcomes (e.g., BBB penetration, CYP inhibition). Dataset: cyp3a4_veith. The drug is O=C(c1ccco1)N1CCC[C@@]2(CCN(c3ccccn3)C2)C1. The result is 1 (inhibitor).